Dataset: Buchwald-Hartwig C-N cross coupling reaction yields with 55,370 reactions. Task: Predict the reaction yield, written as a fraction of the theoretical maximum amount of product (1.0 means a 100% yield; for example, 0.34 means a 34% yield). (1) The reactants are Clc1ccccn1.Cc1ccc(N)cc1.O=S(=O)(O[Pd]1c2ccccc2-c2ccccc2N~1)C(F)(F)F.CC(C)c1cc(C(C)C)c(-c2ccccc2P(C(C)(C)C)C(C)(C)C)c(C(C)C)c1.CCN=P(N=P(N(C)C)(N(C)C)N(C)C)(N(C)C)N(C)C.Cc1ccno1. No catalyst specified. The product is Cc1ccc(Nc2ccccn2)cc1. The yield is 0.304. (2) The reactants are Brc1ccccn1.Cc1ccc(N)cc1.O=S(=O)(O[Pd]1c2ccccc2-c2ccccc2N~1)C(F)(F)F.COc1ccc(OC)c(P([C@]23C[C@H]4C[C@H](C[C@H](C4)C2)C3)[C@]23C[C@H]4C[C@H](C[C@H](C4)C2)C3)c1-c1c(C(C)C)cc(C(C)C)cc1C(C)C.CCN=P(N=P(N(C)C)(N(C)C)N(C)C)(N(C)C)N(C)C.CCOC(=O)c1cc(C)no1. No catalyst specified. The product is Cc1ccc(Nc2ccccn2)cc1. The yield is 0.633. (3) The reactants are COc1ccc(I)cc1.Cc1ccc(N)cc1.O=S(=O)(O[Pd]1c2ccccc2-c2ccccc2N~1)C(F)(F)F.CC(C)c1cc(C(C)C)c(-c2ccccc2P(C(C)(C)C)C(C)(C)C)c(C(C)C)c1.CN1CCCN2CCCN=C12.c1ccc(-c2cnoc2)cc1. No catalyst specified. The product is COc1ccc(Nc2ccc(C)cc2)cc1. The yield is 0.561. (4) The reactants are Ic1ccccn1.Cc1ccc(N)cc1.O=S(=O)(O[Pd]1c2ccccc2-c2ccccc2N~1)C(F)(F)F.CC(C)c1cc(C(C)C)c(-c2ccccc2P(C2CCCCC2)C2CCCCC2)c(C(C)C)c1.CN(C)C(=NC(C)(C)C)N(C)C.CCOC(=O)c1cnoc1C. No catalyst specified. The product is Cc1ccc(Nc2ccccn2)cc1. The yield is 0.215. (5) The product is Cc1ccc(Nc2ccc(C(F)(F)F)cc2)cc1. No catalyst specified. The yield is 0.509. The reactants are FC(F)(F)c1ccc(I)cc1.Cc1ccc(N)cc1.O=S(=O)(O[Pd]1c2ccccc2-c2ccccc2N~1)C(F)(F)F.COc1ccc(OC)c(P(C(C)(C)C)C(C)(C)C)c1-c1c(C(C)C)cc(C(C)C)cc1C(C)C.CN(C)C(=NC(C)(C)C)N(C)C.Cc1ccon1.